Dataset: Full USPTO retrosynthesis dataset with 1.9M reactions from patents (1976-2016). Task: Predict the reactants needed to synthesize the given product. (1) Given the product [Cl:15][C:12]1[CH:13]=[CH:14][C:9]([NH:8][C:6](=[O:7])[C:5]2[CH:22]=[CH:23][C:2]([NH:28][CH2:27][C@@H:26]([OH:29])[CH3:25])=[N:3][C:4]=2[CH3:24])=[CH:10][C:11]=1[C:16]1[CH:21]=[CH:20][CH:19]=[CH:18][N:17]=1, predict the reactants needed to synthesize it. The reactants are: Cl[C:2]1[CH:23]=[CH:22][C:5]([C:6]([NH:8][C:9]2[CH:14]=[CH:13][C:12]([Cl:15])=[C:11]([C:16]3[CH:21]=[CH:20][CH:19]=[CH:18][N:17]=3)[CH:10]=2)=[O:7])=[C:4]([CH3:24])[N:3]=1.[CH3:25][C@H:26]([OH:29])[CH2:27][NH2:28]. (2) Given the product [Cl:21][C:18]1[N:17]=[C:16]([OH:22])[C:15]([NH:14][S:10]([CH2:9][C:4]2[CH:3]=[C:2]([Cl:1])[CH:7]=[C:6]([Cl:8])[CH:5]=2)(=[O:12])=[O:11])=[CH:20][CH:19]=1, predict the reactants needed to synthesize it. The reactants are: [Cl:1][C:2]1[CH:3]=[C:4]([CH2:9][S:10](Cl)(=[O:12])=[O:11])[CH:5]=[C:6]([Cl:8])[CH:7]=1.[NH2:14][C:15]1[C:16]([O:22]C)=[N:17][C:18]([Cl:21])=[CH:19][CH:20]=1. (3) Given the product [CH2:40]([O:43][C:44]([O:46][C@H:47]1[C@H:52]([O:53][P:54]2(=[O:65])[O:60][CH2:59][C:58]3[CH:61]=[CH:62][CH:63]=[CH:64][C:57]=3[CH2:56][O:55]2)[C@@H:51]([CH2:66][O:67][CH2:68][C:69]2[CH:70]=[CH:71][CH:72]=[CH:73][CH:74]=2)[O:50][C@@H:49]([O:75][CH2:76][C@H:77]2[O:90][C@@H:81]([O:82][Si:83]([C:86]([CH3:87])([CH3:89])[CH3:88])([CH3:84])[CH3:85])[C@H:80]([N:91]=[N+:92]=[N-:93])[C@@H:79]([O:12][C:11](=[O:13])[CH2:10][C@H:9]([O:8][CH2:1][C:2]3[CH:7]=[CH:6][CH:5]=[CH:4][CH:3]=3)[CH2:14][CH2:15][CH2:16][CH2:17][CH2:18][CH2:19][CH2:20][CH2:21][CH2:22][CH2:23][CH3:24])[C@@H:78]2[O:95][CH2:96][C:97]2[CH:98]=[CH:99][CH:100]=[CH:101][CH:102]=2)[C@@H:48]1[NH:103][C:104](=[O:132])[CH2:105][C@H:106]([O:118][C:119](=[O:131])[CH2:120][CH2:121][CH2:122][CH2:123][CH2:124][CH2:125][CH2:126][CH2:127][CH2:128][CH2:129][CH3:130])[CH2:107][CH2:108][CH2:109][CH2:110][CH2:111][CH2:112][CH2:113][CH2:114][CH2:115][CH2:116][CH3:117])=[O:45])[CH:41]=[CH2:42], predict the reactants needed to synthesize it. The reactants are: [CH2:1]([O:8][C@H:9]([CH2:14][CH2:15][CH2:16][CH2:17][CH2:18][CH2:19][CH2:20][CH2:21][CH2:22][CH2:23][CH3:24])[CH2:10][C:11]([OH:13])=[O:12])[C:2]1[CH:7]=[CH:6][CH:5]=[CH:4][CH:3]=1.C1CCC(N=C=NC2CCCCC2)CC1.[CH2:40]([O:43][C:44]([O:46][C@H:47]1[C@H:52]([O:53][P:54]2(=[O:65])[O:60][CH2:59][C:58]3[CH:61]=[CH:62][CH:63]=[CH:64][C:57]=3[CH2:56][O:55]2)[C@@H:51]([CH2:66][O:67][CH2:68][C:69]2[CH:74]=[CH:73][CH:72]=[CH:71][CH:70]=2)[O:50][C@@H:49]([O:75][CH2:76][C@H:77]2[O:90][C@@H:81]([O:82][Si:83]([C:86]([CH3:89])([CH3:88])[CH3:87])([CH3:85])[CH3:84])[C@H:80]([N:91]=[N+:92]=[N-:93])[C@@H:79](O)[C@@H:78]2[O:95][CH2:96][C:97]2[CH:102]=[CH:101][CH:100]=[CH:99][CH:98]=2)[C@@H:48]1[NH:103][C:104](=[O:132])[CH2:105][C@H:106]([O:118][C:119](=[O:131])[CH2:120][CH2:121][CH2:122][CH2:123][CH2:124][CH2:125][CH2:126][CH2:127][CH2:128][CH2:129][CH3:130])[CH2:107][CH2:108][CH2:109][CH2:110][CH2:111][CH2:112][CH2:113][CH2:114][CH2:115][CH2:116][CH3:117])=[O:45])[CH:41]=[CH2:42].